From a dataset of Tox21: 12 toxicity assays (nuclear receptors and stress response pathways). Binary classification across 12 toxicity assays. (1) The drug is O=C(Nc1ccc([N+](=O)[O-])cc1Cl)c1cc(Cl)ccc1O. It tested positive (active) for: NR-AhR (Aryl hydrocarbon Receptor agonist activity), SR-MMP (Mitochondrial Membrane Potential disruption), and SR-p53 (p53 tumor suppressor activation). (2) The compound is ClC1=C(Cl)C2(Cl)C3C(Cl)C(Cl)CC3C1(Cl)C2(Cl)Cl. It tested positive (active) for: NR-ER-LBD (Estrogen Receptor Ligand Binding Domain agonist), and SR-MMP (Mitochondrial Membrane Potential disruption).